From a dataset of Full USPTO retrosynthesis dataset with 1.9M reactions from patents (1976-2016). Predict the reactants needed to synthesize the given product. (1) Given the product [CH3:23][N:10]1[C:11]2[C:16](=[CH:15][C:14]([C:19]([O:21][CH3:22])=[O:20])=[CH:13][CH:12]=2)[C:17](=[O:18])[NH:8][C:9]1=[O:24], predict the reactants needed to synthesize it. The reactants are: C([N:8]1[C:17](=[O:18])[C:16]2[C:11](=[CH:12][CH:13]=[C:14]([C:19]([O:21][CH3:22])=[O:20])[CH:15]=2)[N:10]([CH3:23])[C:9]1=[O:24])C1C=CC=CC=1.C(N1C(=O)C2C(=CC=C(C(O)=O)C=2)N(C)C1=O)C1C=CC=CC=1.[Al+3].[Cl-].[Cl-].[Cl-]. (2) Given the product [C:3]([N:13]1[CH2:18][CH2:17][C@@H:16]([N:20]=[N+:21]=[N-:22])[C@H:15]([OH:19])[CH2:14]1)([O:5][CH2:6][C:7]1[CH:12]=[CH:11][CH:10]=[CH:9][CH:8]=1)=[O:4], predict the reactants needed to synthesize it. The reactants are: [NH4+].[Cl-].[C:3]([N:13]1[CH2:18][CH2:17][CH:16]2[O:19][CH:15]2[CH2:14]1)([O:5][CH2:6][C:7]1[CH:12]=[CH:11][CH:10]=[CH:9][CH:8]=1)=[O:4].[N-:20]=[N+:21]=[N-:22].[Na+].